This data is from NCI-60 drug combinations with 297,098 pairs across 59 cell lines. The task is: Regression. Given two drug SMILES strings and cell line genomic features, predict the synergy score measuring deviation from expected non-interaction effect. Drug 1: CCCS(=O)(=O)NC1=C(C(=C(C=C1)F)C(=O)C2=CNC3=C2C=C(C=N3)C4=CC=C(C=C4)Cl)F. Drug 2: C(CN)CNCCSP(=O)(O)O. Cell line: OVCAR3. Synergy scores: CSS=-3.16, Synergy_ZIP=4.23, Synergy_Bliss=7.74, Synergy_Loewe=-0.490, Synergy_HSA=2.05.